Task: Predict the reactants needed to synthesize the given product.. Dataset: Full USPTO retrosynthesis dataset with 1.9M reactions from patents (1976-2016) (1) Given the product [F:27][C:24]([F:25])([F:26])[CH2:23][N:15]1[C:14]([CH:11]2[CH2:10][CH2:9][NH:8][CH2:13][CH2:12]2)=[C:22]2[C:17]([CH2:18][CH2:19][CH2:20][CH2:21]2)=[N:16]1, predict the reactants needed to synthesize it. The reactants are: C(OC([N:8]1[CH2:13][CH2:12][CH:11]([C:14]2[N:15]([CH2:23][C:24]([F:27])([F:26])[F:25])[N:16]=[C:17]3[C:22]=2[CH2:21][CH2:20][CH2:19][CH2:18]3)[CH2:10][CH2:9]1)=O)(C)(C)C.FC(F)(F)C(O)=O. (2) Given the product [F:26][C:23]1[CH:22]=[CH:21][C:20]([CH2:19][N:16]2[C:8]3[CH:9]=[N:10][C:11]4[C:12](=[O:13])[N:14]([OH:15])[CH:4]=[CH:5][C:6]=4[C:7]=3[CH:18]=[CH:17]2)=[CH:25][CH:24]=1, predict the reactants needed to synthesize it. The reactants are: C(O/[CH:4]=[CH:5]/[C:6]1[C:11]([C:12]([NH:14][OH:15])=[O:13])=[N:10][CH:9]=[C:8]2[N:16]([CH2:19][C:20]3[CH:25]=[CH:24][C:23]([F:26])=[CH:22][CH:21]=3)[CH:17]=[CH:18][C:7]=12)C. (3) Given the product [Br:12][C:9]1[CH:10]=[CH:11][C:6]([CH:3]([NH:2][C:15](=[O:16])[CH:14]([F:13])[CH2:18][C:19]2[CH:24]=[CH:23][C:22]([O:25][CH2:26][C:27]#[CH:28])=[C:21]([O:29][CH3:30])[CH:20]=2)[C:4]#[N:5])=[CH:7][CH:8]=1, predict the reactants needed to synthesize it. The reactants are: Cl.[NH2:2][CH:3]([C:6]1[CH:11]=[CH:10][C:9]([Br:12])=[CH:8][CH:7]=1)[C:4]#[N:5].[F:13][CH:14]([CH2:18][C:19]1[CH:24]=[CH:23][C:22]([O:25][CH2:26][C:27]#[CH:28])=[C:21]([O:29][CH3:30])[CH:20]=1)[C:15](O)=[O:16].CCN=C=NCCCN(C)C.CN(C)C=O. (4) Given the product [Br:29][C:30]1[CH:31]=[CH:32][C:33]2[O:37][C:36]3[C:38](=[O:40])[NH:39][C:42]([C@H:44]4[CH2:45][CH2:46][C@H:17]([CH2:18][NH:19][C:22](=[O:23])[O:24][C:25]([CH3:28])([CH3:27])[CH3:26])[CH2:48][CH2:49]4)=[N:41][C:35]=3[C:34]=2[CH:57]=1, predict the reactants needed to synthesize it. The reactants are: BrC1C=CC2OC3C(=O)NC(C4CC[N:19]([C:22]([O:24][C:25]([CH3:28])([CH3:27])[CH3:26])=[O:23])[CH2:18][CH2:17]4)=NC=3C=2C=1.[Br:29][C:30]1[CH:31]=[CH:32][C:33]2[O:37][C:36]([C:38](=[O:40])[NH2:39])=[C:35]([NH:41][C:42]([CH:44]3[CH2:49][CH2:48]N(C(OC(C)(C)C)=O)[CH2:46][CH2:45]3)=O)[C:34]=2[CH:57]=1.